Task: Predict the reaction yield, written as a fraction of the theoretical maximum amount of product (1.0 means a 100% yield; for example, 0.34 means a 34% yield).. Dataset: Reaction yield outcomes from USPTO patents with 853,638 reactions (1) The reactants are [Cl:1][C:2]1[CH:3]=[C:4]([N:9]2[C@@H:13]([CH3:14])[C@H:12]([OH:15])[C:11]([F:17])([F:16])[C:10]2=[O:18])[CH:5]=[CH:6][C:7]=1I.O.[CH3:20][N:21](C=O)C. The catalyst is [C-]#N.[Zn+2].[C-]#N.C1C=CC([P]([Pd]([P](C2C=CC=CC=2)(C2C=CC=CC=2)C2C=CC=CC=2)([P](C2C=CC=CC=2)(C2C=CC=CC=2)C2C=CC=CC=2)[P](C2C=CC=CC=2)(C2C=CC=CC=2)C2C=CC=CC=2)(C2C=CC=CC=2)C2C=CC=CC=2)=CC=1. The product is [Cl:1][C:2]1[CH:3]=[C:4]([N:9]2[C@@H:13]([CH3:14])[C@H:12]([OH:15])[C:11]([F:17])([F:16])[C:10]2=[O:18])[CH:5]=[CH:6][C:7]=1[C:20]#[N:21]. The yield is 0.900. (2) The reactants are [C:1]([CH:5]([CH2:11][C:12]1[CH:17]=[CH:16][C:15]([O:18][CH3:19])=[CH:14][C:13]=1[CH2:20][NH2:21])[CH2:6][C:7]([O:9][CH3:10])=[O:8])(OC)=[O:2].C(N(CC)CC)C. The catalyst is C1(C)C=CC=CC=1. The product is [CH3:19][O:18][C:15]1[CH:16]=[CH:17][C:12]2[CH2:11][CH:5]([CH2:6][C:7]([O:9][CH3:10])=[O:8])[C:1](=[O:2])[NH:21][CH2:20][C:13]=2[CH:14]=1. The yield is 0.760. (3) The reactants are [OH:1][CH:2]1[CH2:6][CH2:5][N:4]([C:7]([O:9][C:10]([CH3:13])([CH3:12])[CH3:11])=[O:8])[CH2:3]1.N1C=CC=CC=1.[CH3:20][S:21](Cl)(=[O:23])=[O:22]. The catalyst is ClCCl.CN(C1C=CN=CC=1)C. The product is [C:10]([O:9][C:7]([N:4]1[CH2:5][CH2:6][CH:2]([O:1][S:21]([CH3:20])(=[O:23])=[O:22])[CH2:3]1)=[O:8])([CH3:13])([CH3:12])[CH3:11]. The yield is 0.900. (4) The reactants are [Cl:1][C:2]1[CH:11]=[C:10]([O:12][CH3:13])[C:9]([N+:14]([O-])=O)=[CH:8][C:3]=1[C:4]([O:6][CH3:7])=[O:5].[Sn](Cl)Cl. The catalyst is CO. The product is [NH2:14][C:9]1[C:10]([O:12][CH3:13])=[CH:11][C:2]([Cl:1])=[C:3]([CH:8]=1)[C:4]([O:6][CH3:7])=[O:5]. The yield is 0.800.